This data is from Catalyst prediction with 721,799 reactions and 888 catalyst types from USPTO. The task is: Predict which catalyst facilitates the given reaction. (1) Reactant: [N:1]1[NH:2][N:3]=[CH:4][CH:5]=1.[H-].[Na+].Br[CH2:9][C:10]1[CH:15]=[CH:14][C:13]([B:16]2[O:20][C:19]([CH3:22])([CH3:21])[C:18]([CH3:24])([CH3:23])[O:17]2)=[CH:12][CH:11]=1. Product: [CH3:21][C:19]1([CH3:22])[C:18]([CH3:23])([CH3:24])[O:17][B:16]([C:13]2[CH:12]=[CH:11][C:10]([CH2:9][N:2]3[N:3]=[CH:4][CH:5]=[N:1]3)=[CH:15][CH:14]=2)[O:20]1. The catalyst class is: 18. (2) Reactant: [C:1]([C:3]1[CH:8]=[CH:7][C:6]([N:9]2[CH2:14][CH2:13][N:12]([C:15]([C:17]3[CH:18]=[C:19]([S:24]([NH2:27])(=[O:26])=[O:25])[CH:20]=[CH:21][C:22]=3[OH:23])=[O:16])[CH2:11][CH2:10]2)=[CH:5][C:4]=1[F:28])#[N:2].[CH3:29][CH:30]([CH3:33])[CH2:31]O.C1(P(C2C=CC=CC=2)C2C=CC=CN=2)C=CC=CC=1.N(C(OC(C)(C)C)=O)=NC(OC(C)(C)C)=O. Product: [C:1]([C:3]1[CH:8]=[CH:7][C:6]([N:9]2[CH2:10][CH2:11][N:12]([C:15]([C:17]3[CH:18]=[C:19]([S:24]([NH2:27])(=[O:25])=[O:26])[CH:20]=[CH:21][C:22]=3[O:23][CH2:29][CH:30]([CH3:33])[CH3:31])=[O:16])[CH2:13][CH2:14]2)=[CH:5][C:4]=1[F:28])#[N:2]. The catalyst class is: 56. (3) The catalyst class is: 17. Reactant: Cl[C:2]([O:4][C:5]1[CH:10]=[CH:9][CH:8]=[CH:7][CH:6]=1)=[O:3].[Cl:11][C:12]1[CH:13]=[C:14]2[C:18](=[CH:19][CH:20]=1)[N:17]([S:21]([C:24]1[CH:25]=[CH:26][CH:27]=[C:28]3[C:33]=1[N:32]=[CH:31][CH:30]=[CH:29]3)(=[O:23])=[O:22])[C:16](=[O:34])[C:15]2([OH:43])[C:35]1[CH:40]=[CH:39][CH:38]=[CH:37][C:36]=1[O:41][CH3:42]. Product: [C:5]1([O:4][C:2](=[O:3])[O:43][C:15]2([C:35]3[CH:40]=[CH:39][CH:38]=[CH:37][C:36]=3[O:41][CH3:42])[C:14]3[C:18](=[CH:19][CH:20]=[C:12]([Cl:11])[CH:13]=3)[N:17]([S:21]([C:24]3[CH:25]=[CH:26][CH:27]=[C:28]4[C:33]=3[N:32]=[CH:31][CH:30]=[CH:29]4)(=[O:23])=[O:22])[C:16]2=[O:34])[CH:10]=[CH:9][CH:8]=[CH:7][CH:6]=1. (4) Reactant: [H-].[Na+].[C:3]1([CH3:31])[CH:8]=[CH:7][C:6]([S:9]([N:12]2[CH2:30][CH2:29][CH2:28][C@H:13]2[C:14]([NH:16][C@H:17]([C:25]([NH2:27])=[O:26])[CH2:18][C:19]2[CH:24]=[CH:23][CH:22]=[CH:21][CH:20]=2)=[O:15])(=[O:11])=[O:10])=[CH:5][CH:4]=1.[C:32]1([CH3:42])[CH:37]=[CH:36][C:35]([S:38](Cl)(=[O:40])=[O:39])=[CH:34][CH:33]=1. Product: [C:32]1([CH3:42])[CH:37]=[CH:36][C:35]([S:38]([NH:27][C:25](=[O:26])[C@H:17]([CH2:18][C:19]2[CH:24]=[CH:23][CH:22]=[CH:21][CH:20]=2)[NH:16][C:14](=[O:15])[C@@H:13]2[CH2:28][CH2:29][CH2:30][N:12]2[S:9]([C:6]2[CH:7]=[CH:8][C:3]([CH3:31])=[CH:4][CH:5]=2)(=[O:11])=[O:10])(=[O:40])=[O:39])=[CH:34][CH:33]=1. The catalyst class is: 1. (5) Reactant: [CH3:1][C:2]1[CH:7]=[CH:6][C:5]([C:8](=[O:10])[CH3:9])=[CH:4][C:3]=1[N+:11]([O-])=O.O.O.[Sn](Cl)Cl. Product: [NH2:11][C:3]1[CH:4]=[C:5]([C:8](=[O:10])[CH3:9])[CH:6]=[CH:7][C:2]=1[CH3:1]. The catalyst class is: 8. (6) Reactant: [Cl:1][C:2]1[N:7]=[C:6]([NH:8][CH:9]2[CH2:14][CH2:13][CH2:12][CH2:11][CH2:10]2)[CH:5]=[C:4]([C:15]2[C:23]3[C:18](=[N:19][CH:20]=[C:21]([O:24]C)[CH:22]=3)[N:17]([S:26]([C:29]3[CH:34]=[CH:33][CH:32]=[CH:31][CH:30]=3)(=[O:28])=[O:27])[CH:16]=2)[CH:3]=1.B(Br)(Br)Br. Product: [Cl:1][C:2]1[CH:3]=[C:4]([C:15]2[C:23]3[C:18](=[N:19][CH:20]=[C:21]([OH:24])[CH:22]=3)[N:17]([S:26]([C:29]3[CH:34]=[CH:33][CH:32]=[CH:31][CH:30]=3)(=[O:27])=[O:28])[CH:16]=2)[CH:5]=[C:6]([NH:8][CH:9]2[CH2:14][CH2:13][CH2:12][CH2:11][CH2:10]2)[N:7]=1. The catalyst class is: 2. (7) Reactant: [N+:1]([C:4]1[CH:11]=[C:10]([N+:12]([O-:14])=[O:13])[CH:9]=[CH:8][C:5]=1[CH:6]=O)([O-:3])=[O:2].C(N(C(C)C)C(C)C)C.[Cl-].[Li+].C(OP([CH2:34][C:35]([O:37][CH2:38][CH3:39])=[O:36])(OCC)=O)C. Product: [N+:1]([C:4]1[CH:11]=[C:10]([N+:12]([O-:14])=[O:13])[CH:9]=[CH:8][C:5]=1/[CH:6]=[CH:34]/[C:35]([O:37][CH2:38][CH3:39])=[O:36])([O-:3])=[O:2]. The catalyst class is: 23.